This data is from Catalyst prediction with 721,799 reactions and 888 catalyst types from USPTO. The task is: Predict which catalyst facilitates the given reaction. (1) Product: [Br:1][C:2]1[CH:7]=[CH:6][C:5]([S:8]([N:12]2[CH2:16][CH2:15][CH2:14][CH2:13]2)(=[O:10])=[O:9])=[CH:4][CH:3]=1. The catalyst class is: 4. Reactant: [Br:1][C:2]1[CH:7]=[CH:6][C:5]([S:8](Cl)(=[O:10])=[O:9])=[CH:4][CH:3]=1.[NH:12]1[CH2:16][CH2:15][CH2:14][CH2:13]1. (2) Reactant: [CH3:1][N:2]([CH3:44])[CH2:3][CH2:4][CH2:5][C:6]1[CH:7]=[C:8]([NH:16][C:17]2[C:26]3[C:21](=[CH:22][CH:23]=[CH:24][CH:25]=3)[C:20]([C:27]3[CH:35]=[C:34]4[C:30]([C:31]([CH3:43])=[N:32][N:33]4C(OC(C)(C)C)=O)=[CH:29][CH:28]=3)=[N:19][N:18]=2)[CH:9]=[C:10]([C:12]([F:15])([F:14])[F:13])[CH:11]=1.[F:45][C:46]([F:51])([F:50])[C:47]([OH:49])=[O:48]. Product: [F:45][C:46]([F:51])([F:50])[C:47]([OH:49])=[O:48].[CH3:44][N:2]([CH3:1])[CH2:3][CH2:4][CH2:5][C:6]1[CH:7]=[C:8]([NH:16][C:17]2[C:26]3[C:21](=[CH:22][CH:23]=[CH:24][CH:25]=3)[C:20]([C:27]3[CH:35]=[C:34]4[C:30]([C:31]([CH3:43])=[N:32][NH:33]4)=[CH:29][CH:28]=3)=[N:19][N:18]=2)[CH:9]=[C:10]([C:12]([F:14])([F:15])[F:13])[CH:11]=1. The catalyst class is: 4. (3) Product: [CH3:1][O:2][C:3]1[CH:4]=[C:5]([NH:11][CH:12]([C:30]2[CH:35]=[CH:34][CH:33]=[CH:32][CH:31]=2)[C:13]([C:15]2[C:23]3[C:18](=[CH:19][CH:20]=[CH:21][CH:22]=3)[N:17]([CH2:24][CH2:25][OH:26])[CH:16]=2)=[O:14])[CH:6]=[C:7]([O:9][CH3:10])[CH:8]=1. Reactant: [CH3:1][O:2][C:3]1[CH:4]=[C:5]([NH:11][CH:12]([C:30]2[CH:35]=[CH:34][CH:33]=[CH:32][CH:31]=2)[C:13]([C:15]2[C:23]3[C:18](=[CH:19][CH:20]=[CH:21][CH:22]=3)[N:17]([CH2:24][CH2:25][O:26]COC)[CH:16]=2)=[O:14])[CH:6]=[C:7]([O:9][CH3:10])[CH:8]=1.O1CCOCC1.C(=O)([O-])[O-].[K+].[K+]. The catalyst class is: 601. (4) Reactant: CN(OC)[C:3](=[O:12])[C:4]1[CH:9]=[CH:8][CH:7]=[C:6]([O:10][CH3:11])[CH:5]=1.[CH2:15]([Mg]Cl)[CH2:16][CH3:17].Cl. Product: [CH3:11][O:10][C:6]1[CH:5]=[C:4]([C:3](=[O:12])[CH2:15][CH2:16][CH3:17])[CH:9]=[CH:8][CH:7]=1. The catalyst class is: 1. (5) Reactant: [CH3:1][C:2]1[S:6][C:5]([C:7]([O:9]C)=[O:8])=[CH:4][C:3]=1[C:11]1[N:15]([CH3:16])[N:14]=[CH:13][C:12]=1[CH:17]([CH3:19])[CH3:18].[OH-].[Na+]. Product: [CH3:1][C:2]1[S:6][C:5]([C:7]([OH:9])=[O:8])=[CH:4][C:3]=1[C:11]1[N:15]([CH3:16])[N:14]=[CH:13][C:12]=1[CH:17]([CH3:19])[CH3:18]. The catalyst class is: 7. (6) Reactant: [OH:1][C:2]1[CH:9]=[C:8]([OH:10])[CH:7]=[CH:6][C:3]=1[CH:4]=[O:5].C(=O)([O-])[O-].[K+].[K+].[CH:17]1(I)[CH2:21][CH2:20][CH2:19][CH2:18]1. Product: [CH:17]1([O:10][C:8]2[CH:7]=[CH:6][C:3]([CH:4]=[O:5])=[C:2]([OH:1])[CH:9]=2)[CH2:21][CH2:20][CH2:19][CH2:18]1. The catalyst class is: 3. (7) Reactant: Cl.[O:2]=[C:3]1[C:8]([C:9]([O:11][CH2:12][CH3:13])=[O:10])=[CH:7][CH:6]=[CH:5][NH:4]1.Br[C:15]1[CH:20]=[CH:19][C:18]([C:21]2[CH:26]=[CH:25][CH:24]=[CH:23][CH:22]=2)=[CH:17][CH:16]=1.CNCCNC.[O-]P([O-])([O-])=O.[K+].[K+].[K+]. Product: [C:18]1([C:21]2[CH:22]=[CH:23][CH:24]=[CH:25][CH:26]=2)[CH:19]=[CH:20][C:15]([N:4]2[CH:5]=[CH:6][CH:7]=[C:8]([C:9]([O:11][CH2:12][CH3:13])=[O:10])[C:3]2=[O:2])=[CH:16][CH:17]=1. The catalyst class is: 185.